Dataset: Full USPTO retrosynthesis dataset with 1.9M reactions from patents (1976-2016). Task: Predict the reactants needed to synthesize the given product. (1) The reactants are: [Li+].C[Si]([N-][Si](C)(C)C)(C)C.[CH3:11][N:12]([C:21](=[O:24])[CH2:22][CH3:23])[N:13]=[C:14]([C:18]([O-:20])=O)[C:15]([O-:17])=[O:16].O. Given the product [OH:20][C:18]1[C:14]([C:15]([OH:17])=[O:16])=[N:13][N:12]([CH3:11])[C:21](=[O:24])[C:22]=1[CH3:23], predict the reactants needed to synthesize it. (2) Given the product [C:7]([NH:11][C:12]([C:14]1[S:47][C:17]2[N:18]=[C:19]([C:41]3[CH:42]=[CH:43][CH:44]=[CH:45][CH:46]=3)[N:20]=[C:21]([C:22]3[CH:27]=[CH:26][CH:25]=[C:24]([NH:28][C:29]([N:1]4[CH2:6][CH2:5][S:4][CH2:3][CH2:2]4)=[O:30])[CH:23]=3)[C:16]=2[C:15]=1[NH2:48])=[O:13])([CH3:10])([CH3:8])[CH3:9], predict the reactants needed to synthesize it. The reactants are: [NH:1]1[CH2:6][CH2:5][S:4][CH2:3][CH2:2]1.[C:7]([NH:11][C:12]([C:14]1[S:47][C:17]2[N:18]=[C:19]([C:41]3[CH:46]=[CH:45][CH:44]=[CH:43][CH:42]=3)[N:20]=[C:21]([C:22]3[CH:27]=[CH:26][CH:25]=[C:24]([NH:28][C:29](OC4C=CC([N+]([O-])=O)=CC=4)=[O:30])[CH:23]=3)[C:16]=2[C:15]=1[NH2:48])=[O:13])([CH3:10])([CH3:9])[CH3:8]. (3) Given the product [ClH:50].[ClH:50].[NH:10]([C:11]1[CH:23]=[CH:22][C:21]2[C:20]3[C:15](=[CH:16][C:17]([NH:24][C:25]([NH2:34])=[NH:26])=[CH:18][CH:19]=3)[CH2:14][C:13]=2[CH:12]=1)[C:9]([NH2:42])=[NH:8], predict the reactants needed to synthesize it. The reactants are: C([N:8]=[C:9]([NH:42]C(OC(C)(C)C)=O)[NH:10][C:11]1[CH:23]=[CH:22][C:21]2[C:20]3[C:15](=[CH:16][C:17]([NH:24][C:25]([NH:34]C(OC(C)(C)C)=O)=[N:26]C(OC(C)(C)C)=O)=[CH:18][CH:19]=3)[CH2:14][C:13]=2[CH:12]=1)(OC(C)(C)C)=O.[ClH:50].